Dataset: Forward reaction prediction with 1.9M reactions from USPTO patents (1976-2016). Task: Predict the product of the given reaction. (1) Given the reactants [F:1][C:2]1[CH:3]=[C:4]([C:12]([OH:14])=[O:13])[C:5](=[CH:9][C:10]=1[I:11])C(O)=O.[C:15](=[O:18])([O-])[O-].[K+].[K+].[CH3:21]I.CN([CH:26]=[O:27])C, predict the reaction product. The product is: [CH3:15][O:18][C:26](=[O:27])[C:5]1[C:4](=[CH:3][C:2]([F:1])=[C:10]([I:11])[CH:9]=1)[C:12]([O:14][CH3:21])=[O:13]. (2) Given the reactants [C:1]([C:5]1[N:10]=[C:9]([O:11][CH2:12][CH3:13])[C:8]([C:14]2[N:15]([C:35]([N:37]3[CH2:42][CH2:41][N:40]([CH2:43][CH2:44][C@@H:45]4[CH2:49][O:48]C(C)(C)[O:46]4)[CH2:39][CH2:38]3)=[O:36])[C@@:16]([C:28]3[CH:33]=[CH:32][C:31]([Cl:34])=[CH:30][CH:29]=3)([CH3:27])[C@@:17]([C:20]3[CH:25]=[CH:24][C:23]([Cl:26])=[CH:22][CH:21]=3)([CH3:19])[N:18]=2)=[CH:7][N:6]=1)([CH3:4])([CH3:3])[CH3:2], predict the reaction product. The product is: [C:1]([C:5]1[N:10]=[C:9]([O:11][CH2:12][CH3:13])[C:8]([C:14]2[N:15]([C:35]([N:37]3[CH2:42][CH2:41][N:40]([CH2:43][CH2:44][C@@H:45]([OH:46])[CH2:49][OH:48])[CH2:39][CH2:38]3)=[O:36])[C:16]([C:28]3[CH:33]=[CH:32][C:31]([Cl:34])=[CH:30][CH:29]=3)([CH3:27])[C:17]([C:20]3[CH:21]=[CH:22][C:23]([Cl:26])=[CH:24][CH:25]=3)([CH3:19])[N:18]=2)=[CH:7][N:6]=1)([CH3:2])([CH3:3])[CH3:4]. (3) Given the reactants [CH:1]([C:3]1[CH:4]=[C:5]([C:14]([O:16][CH2:17][CH3:18])=[O:15])[C:6](=[O:13])[N:7]2[C:12]=1[CH:11]=[CH:10][CH:9]=[CH:8]2)=O.[Cl-].[F:20][C:21]([F:35])([F:34])[C:22]1[CH:27]=[CH:26][C:25]([CH:28]2[CH2:33][CH2:32][NH2+:31][CH2:30][CH2:29]2)=[CH:24][CH:23]=1.C(N(CC)CC)C.C(O)(=O)C.C([BH3-])#N, predict the reaction product. The product is: [O:13]=[C:6]1[N:7]2[C:12]([CH:11]=[CH:10][CH:9]=[CH:8]2)=[C:3]([CH2:1][N:31]2[CH2:32][CH2:33][CH:28]([C:25]3[CH:26]=[CH:27][C:22]([C:21]([F:20])([F:34])[F:35])=[CH:23][CH:24]=3)[CH2:29][CH2:30]2)[CH:4]=[C:5]1[C:14]([O:16][CH2:17][CH3:18])=[O:15]. (4) Given the reactants [Cl:1][C:2]1[CH:3]=[C:4]2[C:12](=[C:13]([NH:15][C:16]([C@@H:18]3[CH2:23][O:22][C:21]([CH3:25])([CH3:24])[CH2:20][NH:19]3)=[O:17])[CH:14]=1)[NH:11][C:10]1[CH:9]=[N:8][CH:7]=[CH:6][C:5]2=1.C(N(CC)CC)C.C([BH3-])#N.[Na+].[C:37]([OH:41])(=[O:40])[CH:38]=O, predict the reaction product. The product is: [Cl:1][C:2]1[CH:3]=[C:4]2[C:12](=[C:13]([NH:15][C:16]([C@H:18]3[N:19]([CH2:38][C:37]([OH:41])=[O:40])[CH2:20][C:21]([CH3:25])([CH3:24])[O:22][CH2:23]3)=[O:17])[CH:14]=1)[NH:11][C:10]1[CH:9]=[N:8][CH:7]=[CH:6][C:5]2=1. (5) Given the reactants O.[OH:2][CH2:3][C:4]1[N:8]([CH2:9][CH2:10][CH:11]([CH3:13])[CH3:12])[C:7]2[CH:14]=[CH:15][C:16]([C:18]#[N:19])=[CH:17][C:6]=2[N:5]=1, predict the reaction product. The product is: [NH2:19][CH2:18][C:16]1[CH:15]=[CH:14][C:7]2[N:8]([CH2:9][CH2:10][CH:11]([CH3:12])[CH3:13])[C:4]([CH2:3][OH:2])=[N:5][C:6]=2[CH:17]=1.